This data is from Catalyst prediction with 721,799 reactions and 888 catalyst types from USPTO. The task is: Predict which catalyst facilitates the given reaction. (1) Reactant: Br[C:2]1[CH:7]=[CH:6][N:5]=[C:4]([O:8][CH2:9][CH2:10][N:11]2[CH2:15][CH2:14][CH2:13][CH2:12]2)[CH:3]=1.[B:16]1([B:16]2[O:20][C:19]([CH3:22])([CH3:21])[C:18]([CH3:24])([CH3:23])[O:17]2)[O:20][C:19]([CH3:22])([CH3:21])[C:18]([CH3:24])([CH3:23])[O:17]1.C([O-])(=O)C.[K+]. Product: [N:11]1([CH2:10][CH2:9][O:8][C:4]2[CH:3]=[C:2]([B:16]3[O:20][C:19]([CH3:22])([CH3:21])[C:18]([CH3:24])([CH3:23])[O:17]3)[CH:7]=[CH:6][N:5]=2)[CH2:15][CH2:14][CH2:13][CH2:12]1. The catalyst class is: 439. (2) Reactant: C[O:2][C:3]([C:5]1([C:8]2[CH:13]=[CH:12][C:11]([C:14]3[CH:19]=[CH:18][C:17]([C:20]4[N:21]=[N:22][N:23]([CH3:34])[C:24]=4[NH:25][C:26]([O:28][C@H:29]([CH3:33])[CH:30]([CH3:32])[CH3:31])=[O:27])=[CH:16][CH:15]=3)=[CH:10][CH:9]=2)[CH2:7][CH2:6]1)=[O:4].[OH-].[Na+]. Product: [CH3:33][C@@H:29]([O:28][C:26]([NH:25][C:24]1[N:23]([CH3:34])[N:22]=[N:21][C:20]=1[C:17]1[CH:18]=[CH:19][C:14]([C:11]2[CH:10]=[CH:9][C:8]([C:5]3([C:3]([OH:4])=[O:2])[CH2:7][CH2:6]3)=[CH:13][CH:12]=2)=[CH:15][CH:16]=1)=[O:27])[CH:30]([CH3:31])[CH3:32]. The catalyst class is: 219.